Dataset: Full USPTO retrosynthesis dataset with 1.9M reactions from patents (1976-2016). Task: Predict the reactants needed to synthesize the given product. (1) Given the product [NH2:19][C:11]1[C:10]([CH2:9][OH:8])=[CH:15][CH:14]=[C:13]([CH2:16][O:17][CH3:18])[N:12]=1, predict the reactants needed to synthesize it. The reactants are: [H-].[Al+3].[Li+].[H-].[H-].[H-].C[O:8][C:9](=O)[C:10]1[CH:15]=[CH:14][C:13]([CH2:16][O:17][CH3:18])=[N:12][C:11]=1[NH2:19].N. (2) The reactants are: [CH:1]1C=C(Cl)C=C(C(OO)=O)C=1.[Cl:12][C:13]1[N:18]=[C:17](SC)[CH:16]=[CH:15][N:14]=1.C(=O)(O)[O-].[Na+].[S:26]([O-:30])([O-])(=[O:28])=S.[Na+].[Na+]. Given the product [Cl:12][C:13]1[N:18]=[C:17]([S:26]([CH3:1])(=[O:30])=[O:28])[CH:16]=[CH:15][N:14]=1, predict the reactants needed to synthesize it. (3) Given the product [N+:1]([C:4]1[CH:15]=[CH:14][C:7]2[N:8]([CH3:13])[CH:9]=[CH:10][S:11][C:6]=2[CH:5]=1)([O-:3])=[O:2], predict the reactants needed to synthesize it. The reactants are: [N+:1]([C:4]1[CH:15]=[CH:14][C:7]2[N:8]([CH3:13])[C:9](=O)[CH2:10][S:11][C:6]=2[CH:5]=1)([O-:3])=[O:2].C(=O)(O)[O-].[Na+]. (4) Given the product [OH:15][C@H:16]([C:33]1[C:34]([CH3:43])=[C:35]2[C:39](=[CH:40][CH:41]=1)[C:38](=[O:42])[O:37][CH2:36]2)[CH2:17][N:18]1[CH2:23][CH2:22][N:21]([C:24]([O:26][C:27]([CH3:28])([CH3:29])[CH3:30])=[O:25])[CH2:20][C@H:19]1[CH2:31][OH:32], predict the reactants needed to synthesize it. The reactants are: CC1C2COC(=O)C=2C=CC=1[C@@H]1CO1.[OH:15][C@@H:16]([C:33]1[C:34]([CH3:43])=[C:35]2[C:39](=[CH:40][CH:41]=1)[C:38](=[O:42])[O:37][CH2:36]2)[CH2:17][N:18]1[CH2:23][CH2:22][N:21]([C:24]([O:26][C:27]([CH3:30])([CH3:29])[CH3:28])=[O:25])[CH2:20][C@H:19]1[CH2:31][OH:32]. (5) Given the product [C:1]([O:5][C:6]([N:8]1[CH2:13][CH2:12][N:11]([C:14]([O:16][CH2:17][C:18]2[CH:19]=[CH:20][CH:21]=[CH:22][CH:23]=2)=[O:15])[CH2:10][CH:9]1[C:24](=[O:25])[NH:30][O:29][CH3:28])=[O:7])([CH3:3])([CH3:4])[CH3:2], predict the reactants needed to synthesize it. The reactants are: [C:1]([O:5][C:6]([N:8]1[CH2:13][CH2:12][N:11]([C:14]([O:16][CH2:17][C:18]2[CH:23]=[CH:22][CH:21]=[CH:20][CH:19]=2)=[O:15])[CH2:10][CH:9]1[C:24](O)=[O:25])=[O:7])([CH3:4])([CH3:3])[CH3:2].Cl.[CH3:28][O:29][NH2:30].CCN=C=NCCCN(C)C.Cl.CCN(C(C)C)C(C)C. (6) Given the product [C:36]1([N:30]2[CH:31]=[C:32]([C:33](=[O:34])[NH:2][CH2:3][CH2:4][NH:5][C:6](=[O:19])[C:7]3[CH:12]=[CH:11][C:10]([O:13][CH2:14][C:15]([F:16])([F:17])[F:18])=[N:9][CH:8]=3)[C:28]([NH:27][C:25](=[O:26])[O:24][C:20]([CH3:22])([CH3:21])[CH3:23])=[N:29]2)[CH:37]=[CH:38][CH:39]=[CH:40][CH:41]=1, predict the reactants needed to synthesize it. The reactants are: Cl.[NH2:2][CH2:3][CH2:4][NH:5][C:6](=[O:19])[C:7]1[CH:12]=[CH:11][C:10]([O:13][CH2:14][C:15]([F:18])([F:17])[F:16])=[N:9][CH:8]=1.[C:20]([O:24][C:25]([NH:27][C:28]1[C:32]([C:33](O)=[O:34])=[CH:31][N:30]([C:36]2[CH:41]=[CH:40][CH:39]=[CH:38][CH:37]=2)[N:29]=1)=[O:26])([CH3:23])([CH3:22])[CH3:21].CN(C(ON1N=NC2C=CC=NC1=2)=[N+](C)C)C.F[P-](F)(F)(F)(F)F.CCN(C(C)C)C(C)C. (7) Given the product [NH2:6][CH2:5][C:4]1[CH:3]=[C:2]([C:2]2[CH:28]=[CH:27][CH:26]=[C:4]([CH2:5][NH:6][C:7]3[N:12]=[C:11]([NH:13][CH2:14][C@H:15]4[CH2:16][CH2:17][C@H:18]([CH2:21][OH:22])[CH2:19][CH2:20]4)[C:10]([N+:23]([O-:25])=[O:24])=[CH:9][N:8]=3)[C:3]=2[CH3:29])[CH:28]=[CH:36][CH:39]=1, predict the reactants needed to synthesize it. The reactants are: Br[C:2]1[C:3]([CH3:29])=[C:4]([CH:26]=[CH:27][CH:28]=1)[CH2:5][NH:6][C:7]1[N:12]=[C:11]([NH:13][CH2:14][C@H:15]2[CH2:20][CH2:19][C@H:18]([CH2:21][OH:22])[CH2:17][CH2:16]2)[C:10]([N+:23]([O-:25])=[O:24])=[CH:9][N:8]=1.C(=O)([O-])[O-].[Na+].[Na+].[CH2:36]([CH2:39]OC)OC.